The task is: Predict the reaction yield, written as a fraction of the theoretical maximum amount of product (1.0 means a 100% yield; for example, 0.34 means a 34% yield).. This data is from Reaction yield outcomes from USPTO patents with 853,638 reactions. (1) The yield is 0.708. The reactants are [NH2:1][C:2]1[CH:3]=[CH:4][C:5]([OH:8])=[N:6][CH:7]=1.CC([O-])(C)C.[K+].[Cl:15][C:16]1[CH:21]=[C:20](Cl)[N:19]=[CH:18][N:17]=1.CCOC(C)=O. The product is [Cl:15][C:16]1[N:17]=[CH:18][N:19]=[C:20]([O:8][C:5]2[N:6]=[CH:7][C:2]([NH2:1])=[CH:3][CH:4]=2)[CH:21]=1. The catalyst is CN(C=O)C.O. (2) The reactants are [CH3:1][C@H:2]1[CH2:7][N:6]([CH:8]2[CH2:11][O:10][CH2:9]2)[C@H:5]([CH3:12])[CH2:4][N:3]1[C:13]1[CH:14]=[CH:15][C:16]([NH:19][C:20]2[C:21](=[O:36])[N:22]([CH3:35])[CH:23]=[C:24](B3OC(C)(C)C(C)(C)O3)[CH:25]=2)=[N:17][CH:18]=1.Cl[C:38]1[C:43]([CH:44]=[O:45])=[C:42]([N:46]2[CH2:59][CH2:58][N:49]3[C:50]4[CH2:51][CH2:52][CH2:53][CH2:54][C:55]=4[C:56]([F:57])=[C:48]3[C:47]2=[O:60])[N:41]=[CH:40][CH:39]=1.[O-]P([O-])([O-])=O.[K+].[K+].[K+].C([O-])(=O)C.[Na+]. The catalyst is O.C1C=CC(P(C2C=CC=CC=2)[C-]2C=CC=C2)=CC=1.C1C=CC(P(C2C=CC=CC=2)[C-]2C=CC=C2)=CC=1.Cl[Pd]Cl.[Fe+2].C(#N)C. The product is [CH3:1][C@H:2]1[CH2:7][N:6]([CH:8]2[CH2:11][O:10][CH2:9]2)[C@H:5]([CH3:12])[CH2:4][N:3]1[C:13]1[CH:14]=[CH:15][C:16]([NH:19][C:20]2[C:21](=[O:36])[N:22]([CH3:35])[CH:23]=[C:24]([C:38]3[C:43]([CH:44]=[O:45])=[C:42]([N:46]4[CH2:59][CH2:58][N:49]5[C:50]6[CH2:51][CH2:52][CH2:53][CH2:54][C:55]=6[C:56]([F:57])=[C:48]5[C:47]4=[O:60])[N:41]=[CH:40][CH:39]=3)[CH:25]=2)=[N:17][CH:18]=1. The yield is 0.250. (3) The reactants are C[O:2][C:3]([C:5]1[S:9][C:8]2[CH2:10][CH:11]([CH3:14])[CH2:12][CH2:13][C:7]=2[CH:6]=1)=[O:4].[Li+].[OH-].Cl. The catalyst is C1COCC1.CO. The product is [CH3:14][CH:11]1[CH2:10][C:8]2[S:9][C:5]([C:3]([OH:4])=[O:2])=[CH:6][C:7]=2[CH2:13][CH2:12]1. The yield is 0.870. (4) The reactants are [CH3:1][O:2][C:3]1[CH:8]=[CH:7][C:6]([C:9]2[CH:10]=[N:11][C:12]([NH:15][C:16]3[CH:33]=[CH:32][C:19]([O:20][CH2:21][CH2:22][N:23]4[CH2:28][CH2:27][CH:26]([C:29]([OH:31])=[O:30])[CH2:25][CH2:24]4)=[CH:18][CH:17]=3)=[N:13][CH:14]=2)=[CH:5][CH:4]=1.Cl[CH2:35][CH2:36]OC1C=CC(NC2N=CC(C3C=CC(OC)=CC=3)=CN=2)=CC=1.[I-].[Na+].N1CCC(C(OCC)=O)CC1. The catalyst is CN(C=O)C. The product is [CH2:35]([O:30][C:29]([CH:26]1[CH2:25][CH2:24][N:23]([CH2:22][CH2:21][O:20][C:19]2[CH:32]=[CH:33][C:16]([NH:15][C:12]3[N:11]=[CH:10][C:9]([C:6]4[CH:5]=[CH:4][C:3]([O:2][CH3:1])=[CH:8][CH:7]=4)=[CH:14][N:13]=3)=[CH:17][CH:18]=2)[CH2:28][CH2:27]1)=[O:31])[CH3:36]. The yield is 0.500. (5) The catalyst is C1COCC1. The product is [C:21]1([C:16]2([CH2:15][CH2:14][CH2:13][C:2]3[CH2:3][C:4](=[O:5])[NH:6][N:27]=3)[O:20][CH2:19][CH2:18][O:17]2)[CH:26]=[CH:25][CH:24]=[CH:23][CH:22]=1. The yield is 0.730. The reactants are O=[C:2]([CH2:13][CH2:14][CH2:15][C:16]1([C:21]2[CH:26]=[CH:25][CH:24]=[CH:23][CH:22]=2)[O:20][CH2:19][CH2:18][O:17]1)[CH2:3][C:4]([NH:6]C1C=CC=CC=1)=[O:5].[NH2:27]N. (6) The reactants are [CH3:1][CH:2]1[C:8](=[O:9])[NH:7][C:6]2[CH:10]=[CH:11][CH:12]=[CH:13][C:5]=2[C:4]([C:14]2[CH:19]=[CH:18][CH:17]=[CH:16][CH:15]=2)=[N:3]1.[Br:20]Br. The catalyst is C(O)(=O)C.S(=O)(=O)(O)O. The product is [Br:20][C:12]1[CH:11]=[CH:10][C:6]2[NH:7][C:8](=[O:9])[CH:2]([CH3:1])[N:3]=[C:4]([C:14]3[CH:19]=[CH:18][CH:17]=[CH:16][CH:15]=3)[C:5]=2[CH:13]=1. The yield is 0.790. (7) The reactants are C([O-])=O.[NH4+:4].C[O:6][C:7]([C:9]1[S:10][CH:11]=[CH:12][C:13]=1[NH:14][CH:15]=O)=O. The catalyst is C(N)=O. The product is [N:14]1[C:13]2[CH:12]=[CH:11][S:10][C:9]=2[C:7](=[O:6])[NH:4][CH:15]=1. The yield is 0.630.